From a dataset of Reaction yield outcomes from USPTO patents with 853,638 reactions. Predict the reaction yield, written as a fraction of the theoretical maximum amount of product (1.0 means a 100% yield; for example, 0.34 means a 34% yield). The reactants are Cl[C:2]1[CH:12]=[CH:11][C:5]([C:6]([O:8][CH2:9][CH3:10])=[O:7])=[CH:4][C:3]=1[N+:13]([O-:15])=[O:14].C([O-])([O-])=O.[K+].[K+].[CH:22]1([NH2:26])[CH2:25][CH2:24][CH2:23]1. No catalyst specified. The product is [CH:22]1([NH:26][C:2]2[CH:12]=[CH:11][C:5]([C:6]([O:8][CH2:9][CH3:10])=[O:7])=[CH:4][C:3]=2[N+:13]([O-:15])=[O:14])[CH2:25][CH2:24][CH2:23]1. The yield is 0.760.